This data is from Catalyst prediction with 721,799 reactions and 888 catalyst types from USPTO. The task is: Predict which catalyst facilitates the given reaction. (1) Reactant: CC1(C)C(C)(C)OB(C2C=CC(C3(C(OCC)=O)CC3)=CC=2)O1.[N:24]1[CH:29]=[CH:28][CH:27]=[C:26]([CH2:30][O:31][CH2:32][C:33]2[CH:38]=[CH:37][C:36]([C:39]3[CH:44]=[CH:43][C:42]([C:45]4([C:48]([O:50]CC)=[O:49])[CH2:47][CH2:46]4)=[CH:41][CH:40]=3)=[CH:35][CH:34]=2)[CH:25]=1.O.[OH-].[Li+]. Product: [N:24]1[CH:29]=[CH:28][CH:27]=[C:26]([CH2:30][O:31][CH2:32][C:33]2[CH:34]=[CH:35][C:36]([C:39]3[CH:44]=[CH:43][C:42]([C:45]4([C:48]([OH:50])=[O:49])[CH2:47][CH2:46]4)=[CH:41][CH:40]=3)=[CH:37][CH:38]=2)[CH:25]=1. The catalyst class is: 738. (2) Product: [I:1][C:2]1[C:7]([CH3:8])=[CH:6][C:5]([NH:9][C:10]([CH2:11][CH2:12][N:20]2[CH2:21][CH2:22][CH:23]([O:26][C:27](=[O:41])[NH:28][C:29]3[CH:34]=[CH:33][CH:32]=[CH:31][C:30]=3[C:35]3[CH:40]=[CH:39][CH:38]=[CH:37][CH:36]=3)[CH2:24][CH2:25]2)=[O:13])=[C:4]([CH3:14])[CH:3]=1. Reactant: [I:1][C:2]1[C:7]([CH3:8])=[CH:6][C:5]([NH:9][C:10](=[O:13])[CH:11]=[CH2:12])=[C:4]([CH3:14])[CH:3]=1.CN(C)C=O.[NH:20]1[CH2:25][CH2:24][CH:23]([O:26][C:27](=[O:41])[NH:28][C:29]2[CH:34]=[CH:33][CH:32]=[CH:31][C:30]=2[C:35]2[CH:40]=[CH:39][CH:38]=[CH:37][CH:36]=2)[CH2:22][CH2:21]1. The catalyst class is: 32. (3) Reactant: [CH2:1]([O:3][C:4](=[O:12])[C:5]1[CH:10]=[CH:9][C:8]([NH2:11])=[CH:7][CH:6]=1)[CH3:2].Cl[C:14](OC(Cl)(Cl)Cl)=[O:15]. Product: [CH2:1]([O:3][C:4](=[O:12])[C:5]1[CH:10]=[CH:9][C:8]([N:11]=[C:14]=[O:15])=[CH:7][CH:6]=1)[CH3:2]. The catalyst class is: 1. (4) Reactant: [OH:1][CH2:2][C@@H:3]1[CH2:8][NH:7][CH2:6][CH2:5][N:4]1[C:9](=[O:29])/[CH:10]=[CH:11]/[C:12]1[CH:17]=[CH:16][C:15]([C:18]([F:21])([F:20])[F:19])=[CH:14][C:13]=1[CH2:22][N:23]1[N:27]=[N:26][C:25]([CH3:28])=[N:24]1.C(O)(=O)C.[CH3:34][C:35]1[O:36][CH:37]=[C:38]([CH:40]=O)[N:39]=1.B.N1C=CC=CC=1C. Product: [OH:1][CH2:2][C@@H:3]1[CH2:8][N:7]([CH2:40][C:38]2[N:39]=[C:35]([CH3:34])[O:36][CH:37]=2)[CH2:6][CH2:5][N:4]1[C:9](=[O:29])/[CH:10]=[CH:11]/[C:12]1[CH:17]=[CH:16][C:15]([C:18]([F:20])([F:21])[F:19])=[CH:14][C:13]=1[CH2:22][N:23]1[N:27]=[N:26][C:25]([CH3:28])=[N:24]1. The catalyst class is: 5. (5) Product: [F:1][C:2]1[CH:3]=[C:4]([CH2:9][C:10]([NH:12][C@H:13]([C:15]([NH:17][C@@H:18]2[C:24](=[O:25])[N:23]([CH3:40])[C:22]3[CH:26]=[CH:27][CH:28]=[CH:29][C:21]=3[S:20][C@@H:19]2[C:30]2[CH:31]=[C:32]([F:37])[CH:33]=[C:34]([F:36])[CH:35]=2)=[O:16])[CH3:14])=[O:11])[CH:5]=[C:6]([F:8])[CH:7]=1. The catalyst class is: 3. Reactant: [F:1][C:2]1[CH:3]=[C:4]([CH2:9][C:10]([NH:12][C@H:13]([C:15]([NH:17][C@@H:18]2[C:24](=[O:25])[NH:23][C:22]3[CH:26]=[CH:27][CH:28]=[CH:29][C:21]=3[S:20][C@@H:19]2[C:30]2[CH:35]=[C:34]([F:36])[CH:33]=[C:32]([F:37])[CH:31]=2)=[O:16])[CH3:14])=[O:11])[CH:5]=[C:6]([F:8])[CH:7]=1.[H-].[Na+].[CH3:40]I. (6) Reactant: [C:1]([O:5][C:6]([NH:8][C:9]1([C:13]([OH:15])=O)[CH2:12][O:11][CH2:10]1)=[O:7])([CH3:4])([CH3:3])[CH3:2].[N:16]1[CH:21]=[CH:20][CH:19]=[CH:18][C:17]=1[C:22]1([NH2:25])[CH2:24][CH2:23]1.CN(C(ON1N=NC2C=CC=NC1=2)=[N+](C)C)C.F[P-](F)(F)(F)(F)F.C(N(CC)CC)C. Product: [C:1]([O:5][C:6](=[O:7])[NH:8][C:9]1([C:13](=[O:15])[NH:25][C:22]2([C:17]3[CH:18]=[CH:19][CH:20]=[CH:21][N:16]=3)[CH2:24][CH2:23]2)[CH2:10][O:11][CH2:12]1)([CH3:2])([CH3:3])[CH3:4]. The catalyst class is: 656. (7) Reactant: C1N=CN([C:6](N2C=NC=C2)=[O:7])C=1.[CH3:13][P:14]([C:17]1[CH:22]=[CH:21][C:20]([CH2:23]O)=[CH:19][CH:18]=1)([CH3:16])=[O:15].NC[C:27]1[CH:32]=[CH:31][C:30]([C:33]([NH:35][C:36]2[CH:37]=[C:38]([C:50]3[CH:55]=[CH:54][CH:53]=[CH:52][CH:51]=3)[CH:39]=[CH:40][C:41]=2[NH:42]C(=O)OC(C)(C)C)=[O:34])=[CH:29][CH:28]=1.CC[N:58]([CH2:61]C)CC.C1CCN2C(=NCCC2)CC1.C1C[O:77]CC1. Product: [C:61](=[O:77])([O:7][CH:6]([CH2:23][C:20]1[CH:19]=[CH:18][C:17]([P:14]([CH3:13])([CH3:16])=[O:15])=[CH:22][CH:21]=1)[C:27]1[CH:32]=[CH:31][C:30]([C:33]([NH:35][C:36]2[CH:37]=[C:38]([C:50]3[CH:55]=[CH:54][CH:53]=[CH:52][CH:51]=3)[CH:39]=[CH:40][C:41]=2[NH2:42])=[O:34])=[CH:29][CH:28]=1)[NH2:58]. The catalyst class is: 16. (8) Reactant: C(N)(C)(C)C.[Br:6]Br.[O:8]([C:15]1[CH:16]=[C:17]([OH:21])[CH:18]=[CH:19][CH:20]=1)[C:9]1[CH:14]=[CH:13][CH:12]=[CH:11][CH:10]=1. Product: [Br:6][C:18]1[CH:19]=[CH:20][C:15]([O:8][C:9]2[CH:10]=[CH:11][CH:12]=[CH:13][CH:14]=2)=[CH:16][C:17]=1[OH:21]. The catalyst class is: 308.